This data is from Full USPTO retrosynthesis dataset with 1.9M reactions from patents (1976-2016). The task is: Predict the reactants needed to synthesize the given product. (1) Given the product [CH:33]([S:35]([N:17]1[C:18]2[CH:19]=[CH:20][C:12]([C:10]([N:7]3[CH2:8][CH2:9][CH:4]([CH3:3])[CH2:5][CH2:6]3)=[O:11])=[CH:13][C:14]=2[C:15]2[CH2:24][N:23]([C:25]([O:27][C:28]([CH3:30])([CH3:29])[CH3:31])=[O:26])[CH2:22][CH2:21][C:16]1=2)(=[O:37])=[O:36])([CH3:34])[CH3:32], predict the reactants needed to synthesize it. The reactants are: [H-].[Na+].[CH3:3][CH:4]1[CH2:9][CH2:8][N:7]([C:10]([C:12]2[CH:20]=[CH:19][C:18]3[NH:17][C:16]4[CH2:21][CH2:22][N:23]([C:25]([O:27][C:28]([CH3:31])([CH3:30])[CH3:29])=[O:26])[CH2:24][C:15]=4[C:14]=3[CH:13]=2)=[O:11])[CH2:6][CH2:5]1.[CH3:32][CH:33]([S:35](Cl)(=[O:37])=[O:36])[CH3:34]. (2) Given the product [CH3:29][O:30][C:31](=[O:48])[C:32]1[CH:37]=[CH:36][C:35]([Cl:38])=[C:34]([C:18]2[CH:17]=[CH:16][C:15]([C:13](=[O:14])[NH:12][C@H:7]([C:5](=[O:6])[NH:4][CH2:3][C:1]#[N:2])[CH2:8][CH:9]([CH3:11])[CH3:10])=[CH:20][N:19]=2)[CH:33]=1, predict the reactants needed to synthesize it. The reactants are: [C:1]([CH2:3][NH:4][C:5]([C@@H:7]([NH:12][C:13]([C:15]1[CH:16]=[CH:17][C:18](OS(C(F)(F)F)(=O)=O)=[N:19][CH:20]=1)=[O:14])[CH2:8][CH:9]([CH3:11])[CH3:10])=[O:6])#[N:2].[CH3:29][O:30][C:31](=[O:48])[C:32]1[CH:37]=[CH:36][C:35]([Cl:38])=[C:34](B2OC(C)(C)C(C)(C)O2)[CH:33]=1.C(=O)([O-])[O-].[K+].[K+]. (3) Given the product [Br-:1].[C:8]1([C:11]2[CH:16]=[CH:15][CH:14]=[CH:13][CH:12]=2)[CH:9]=[CH:10][C:5]([C:3](=[O:4])[CH2:2][N+:20]23[CH2:24][CH2:23][O:22][CH:21]2[O:17][CH2:18][CH2:19]3)=[CH:6][CH:7]=1, predict the reactants needed to synthesize it. The reactants are: [Br:1][CH2:2][C:3]([C:5]1[CH:10]=[CH:9][C:8]([C:11]2[CH:16]=[CH:15][CH:14]=[CH:13][CH:12]=2)=[CH:7][CH:6]=1)=[O:4].[O:17]1[CH:21]2[O:22][CH2:23][CH2:24][N:20]2[CH2:19][CH2:18]1. (4) Given the product [CH2:2]1[C:6]2([CH2:11][CH2:10][NH:9][CH2:8][CH2:7]2)[CH2:5][CH2:4][O:3]1, predict the reactants needed to synthesize it. The reactants are: Cl.[CH2:2]1[C:6]2([CH2:11][CH2:10][N:9](C(OC(C)(C)C)=O)[CH2:8][CH2:7]2)[CH2:5][CH2:4][O:3]1. (5) Given the product [CH3:39][C:30]([O:29][C:28]1[CH:27]=[CH:26][C:25]([B:15]2[O:16][C:17]([CH3:22])([CH3:23])[C:18]([CH3:20])([CH3:21])[O:19]2)=[CH:41][CH:40]=1)([CH3:38])[C:31]([O:33][C:34]([CH3:35])([CH3:36])[CH3:37])=[O:32], predict the reactants needed to synthesize it. The reactants are: C([O-])(=O)C.[K+].[B:15]1([B:15]2[O:19][C:18]([CH3:21])([CH3:20])[C:17]([CH3:23])([CH3:22])[O:16]2)[O:19][C:18]([CH3:21])([CH3:20])[C:17]([CH3:23])([CH3:22])[O:16]1.Br[C:25]1[CH:41]=[CH:40][C:28]([O:29][C:30]([CH3:39])([CH3:38])[C:31]([O:33][C:34]([CH3:37])([CH3:36])[CH3:35])=[O:32])=[CH:27][CH:26]=1.